The task is: Predict which catalyst facilitates the given reaction.. This data is from Catalyst prediction with 721,799 reactions and 888 catalyst types from USPTO. (1) Reactant: [CH3:1][O:2][C:3]1[CH:11]=[CH:10][C:9]2[N:8]3[CH2:12][CH2:13][NH:14][CH2:15][C:7]3=[CH:6][C:5]=2[CH:4]=1.C(N(CC)CC)C.[C:23](O[C:23]([O:25][C:26]([CH3:29])([CH3:28])[CH3:27])=[O:24])([O:25][C:26]([CH3:29])([CH3:28])[CH3:27])=[O:24].C([O-])(O)=O.[Na+]. Product: [C:26]([O:25][C:23]([N:14]1[CH2:13][CH2:12][N:8]2[C:9]3[CH:10]=[CH:11][C:3]([O:2][CH3:1])=[CH:4][C:5]=3[CH:6]=[C:7]2[CH2:15]1)=[O:24])([CH3:29])([CH3:28])[CH3:27]. The catalyst class is: 4. (2) Product: [ClH:26].[CH3:1][O:2][C:3]([C:5]1[CH:6]=[C:7]([CH2:11][O:12][CH2:13][C@@H:14]([C:16]([NH2:18])=[O:17])[NH2:15])[CH:8]=[CH:9][CH:10]=1)=[O:4]. Reactant: [CH3:1][O:2][C:3]([C:5]1[CH:6]=[C:7]([CH2:11][O:12][CH2:13][C@@H:14]([C:16]([NH:18]C(OC(C)(C)C)=O)=[O:17])[NH2:15])[CH:8]=[CH:9][CH:10]=1)=[O:4].[ClH:26]. The catalyst class is: 25.